Dataset: Catalyst prediction with 721,799 reactions and 888 catalyst types from USPTO. Task: Predict which catalyst facilitates the given reaction. (1) Reactant: [OH-].[K+].[CH3:3][C:4]1[CH2:13][CH2:12][CH2:11][C:6]2([CH2:10][CH2:9][CH2:8][CH2:7]2)[C:5]=1[C:14]([O:16]C)=[O:15].[OH-].[Na+]. Product: [CH2:3]=[C:4]1[CH2:13][CH2:12][CH2:11][C:6]2([CH2:10][CH2:9][CH2:8][CH2:7]2)[CH:5]1[C:14]([OH:16])=[O:15].[CH3:3][C:4]1[CH:5]([C:14]([OH:16])=[O:15])[C:6]2([CH2:11][CH2:12][CH:13]=1)[CH2:10][CH2:9][CH2:8][CH2:7]2. The catalyst class is: 14. (2) Reactant: [O:1]=[C:2]([CH2:8][CH2:9][CH2:10][CH2:11][CH2:12][CH2:13][CH2:14][CH2:15][CH2:16][CH2:17][CH3:18])[CH2:3][C:4]([O:6]C)=[O:5].Cl.[Li+].[OH-].[CH:22]1([NH:28][CH:29]2[CH2:34][CH2:33][CH2:32][CH2:31][CH2:30]2)[CH2:27][CH2:26][CH2:25][CH2:24][CH2:23]1. Product: [OH:1][C@H:2]([CH2:8][CH2:9][CH2:10][CH2:11][CH2:12][CH2:13][CH2:14][CH2:15][CH2:16][CH2:17][CH3:18])[CH2:3][C:4]([O-:6])=[O:5].[CH:29]1([NH2+:28][CH:22]2[CH2:23][CH2:24][CH2:25][CH2:26][CH2:27]2)[CH2:30][CH2:31][CH2:32][CH2:33][CH2:34]1. The catalyst class is: 5. (3) Reactant: [C:1]([Si:5]([CH3:19])([CH3:18])[O:6][C@@H:7]([CH2:10][CH2:11][C:12]1[CH:17]=[CH:16][CH:15]=[CH:14][CH:13]=1)[C:8]#[CH:9])([CH3:4])([CH3:3])[CH3:2].[I:20]I. Product: [C:1]([Si:5]([O:6][C@@H:7]([CH2:10][CH2:11][C:12]1[CH:13]=[CH:14][CH:15]=[CH:16][CH:17]=1)/[CH:8]=[CH:9]/[I:20])([CH3:18])[CH3:19])([CH3:3])([CH3:2])[CH3:4]. The catalyst class is: 2. (4) Reactant: [CH2:1]([N:8]([CH3:32])[C:9]1[C:10]([C:23]2[CH:24]=[C:25]3[C:29](=[CH:30][CH:31]=2)[NH:28][N:27]=[CH:26]3)=[N:11][C:12]2[C:17]([N:18]=1)=[CH:16][C:15]([C:19]([O:21]C)=[O:20])=[CH:14][CH:13]=2)[C:2]1[CH:7]=[CH:6][CH:5]=[CH:4][CH:3]=1.[OH-].[Na+].Cl. Product: [CH2:1]([N:8]([CH3:32])[C:9]1[C:10]([C:23]2[CH:24]=[C:25]3[C:29](=[CH:30][CH:31]=2)[NH:28][N:27]=[CH:26]3)=[N:11][C:12]2[C:17]([N:18]=1)=[CH:16][C:15]([C:19]([OH:21])=[O:20])=[CH:14][CH:13]=2)[C:2]1[CH:3]=[CH:4][CH:5]=[CH:6][CH:7]=1. The catalyst class is: 24. (5) Reactant: Cl.[CH3:2][O:3][C:4](=[O:27])[C@H:5]([CH2:7][C:8]1[CH:13]=[CH:12][C:11]([C:14]2[C:15](=[O:26])[N:16]([CH3:25])[C:17]([CH3:24])=[CH:18][C:19]=2[C:20]([F:23])([F:22])[F:21])=[CH:10][CH:9]=1)[NH2:6].[Cl:28][C:29]1[CH:37]=[CH:36][CH:35]=[C:34]([Cl:38])[C:30]=1[C:31](Cl)=[O:32].CCN(C(C)C)C(C)C. Product: [CH3:2][O:3][C:4](=[O:27])[C@H:5]([CH2:7][C:8]1[CH:9]=[CH:10][C:11]([C:14]2[C:15](=[O:26])[N:16]([CH3:25])[C:17]([CH3:24])=[CH:18][C:19]=2[C:20]([F:21])([F:22])[F:23])=[CH:12][CH:13]=1)[NH:6][C:31]([C:30]1[C:29]([Cl:28])=[CH:37][CH:36]=[CH:35][C:34]=1[Cl:38])=[O:32]. The catalyst class is: 4.